Predict the reactants needed to synthesize the given product. From a dataset of Full USPTO retrosynthesis dataset with 1.9M reactions from patents (1976-2016). (1) Given the product [F:21][C:22]([F:35])([F:34])[S:23]([O:12][C:8]1[C:9]2[C:4](=[C:3]([O:14][S:23]([C:22]([F:21])([F:34])[F:35])(=[O:24])=[O:25])[C:2]([Br:1])=[CH:11][CH:10]=2)[CH:5]=[CH:6][C:7]=1[Br:13])(=[O:25])=[O:24], predict the reactants needed to synthesize it. The reactants are: [Br:1][C:2]1[CH:11]=[CH:10][C:9]2[C:8]([OH:12])=[C:7]([Br:13])[CH:6]=[CH:5][C:4]=2[C:3]=1[OH:14].N1C=CC=CC=1.[F:21][C:22]([F:35])([F:34])[S:23](O[S:23]([C:22]([F:35])([F:34])[F:21])(=[O:25])=[O:24])(=[O:25])=[O:24].Cl. (2) Given the product [O:39]=[C:35]1[C:36]2[C:32](=[CH:31][C:30]([C:27]3[N:26]4[CH:40]=[CH:41][N:42]=[C:25]4[C:24]([NH:23][C:20]4[CH:19]=[CH:18][C:17]([S:14]([NH:13][CH:10]5[CH2:11][CH2:12][NH:8][CH2:9]5)(=[O:15])=[O:16])=[CH:22][CH:21]=4)=[CH:29][CH:28]=3)=[CH:38][CH:37]=2)[CH2:33][NH:34]1, predict the reactants needed to synthesize it. The reactants are: C(OC([N:8]1[CH2:12][CH2:11][CH:10]([NH:13][S:14]([C:17]2[CH:22]=[CH:21][C:20]([NH:23][C:24]3[C:25]4[N:26]([CH:40]=[CH:41][N:42]=4)[C:27]([C:30]4[CH:31]=[C:32]5[C:36](=[CH:37][CH:38]=4)[C:35](=[O:39])[NH:34][CH2:33]5)=[CH:28][CH:29]=3)=[CH:19][CH:18]=2)(=[O:16])=[O:15])[CH2:9]1)=O)(C)(C)C.ClC1N2C=CN=C2C(NC2C=CC(N3CCN(C(C)C)CC3)=CC=2)=CC=1.Cl. (3) The reactants are: Br[C:2]1[CH:7]=[CH:6][C:5]([N:8]2[C:12]([CH3:13])=[C:11]([CH2:14][C:15]3[CH:28]=[CH:27][C:18]([C:19]([NH:21][CH2:22][C:23](O)([CH3:25])[CH3:24])=[O:20])=[CH:17][CH:16]=3)[C:10]([CH3:29])=[N:9]2)=[CH:4][C:3]=1[Cl:30].[Cu][C:32]#[N:33].C(=O)([O-])O.[Na+]. Given the product [Cl:30][C:3]1[CH:4]=[C:5]([N:8]2[C:12]([CH3:13])=[C:11]([CH2:14][C:15]3[CH:16]=[CH:17][C:18]([C:19]([NH:21][CH2:22][C:23]([CH3:24])=[CH2:25])=[O:20])=[CH:27][CH:28]=3)[C:10]([CH3:29])=[N:9]2)[CH:6]=[CH:7][C:2]=1[C:32]#[N:33], predict the reactants needed to synthesize it. (4) Given the product [NH2:42][C:43]1[C:48]([CH3:49])=[CH:47][C:46]([CH2:50][C@@H:51]([NH:55][C:56]([N:58]2[CH2:63][CH2:62][CH:61]([N:64]3[CH2:70][CH2:69][C:74]4[CH:73]=[CH:72][CH:71]=[CH:68][C:67]=4[NH:66][C:65]3=[O:75])[CH2:60][CH2:59]2)=[O:57])[C:52]([N:11]2[CH2:6][CH2:5][N:4]([CH:7]3[CH2:9][CH2:8]3)[CH2:1][CH2:3]2)=[O:53])=[CH:45][C:44]=1[Cl:76], predict the reactants needed to synthesize it. The reactants are: [CH:1]([N:4]([CH:7]([CH3:9])[CH3:8])[CH2:5][CH3:6])([CH3:3])C.C[N:11](C(ON1N=NC2C=CC=CC1=2)=[N+](C)C)C.[B-](F)(F)(F)F.C1C=CC2N(O)N=NC=2C=1.[NH2:42][C:43]1[C:48]([CH3:49])=[CH:47][C:46]([CH2:50][C@@H:51]([NH:55][C:56]([N:58]2[CH2:63][CH2:62][CH:61]([N:64]3[CH2:70][CH2:69][C:68]4[CH:71]=[CH:72][CH:73]=[CH:74][C:67]=4[NH:66][C:65]3=[O:75])[CH2:60][CH2:59]2)=[O:57])[C:52](O)=[O:53])=[CH:45][C:44]=1[Cl:76].C1(N2CCNCC2)CC1.C(=O)([O-])O.[Na+]. (5) Given the product [F:1][C:2]1[CH:3]=[C:4]([CH:5]=[CH:6][C:7]=1[O:8][C:9]1[CH:10]=[N:11][C:12]([C:15]([F:16])([F:17])[F:18])=[CH:13][CH:14]=1)[CH2:19][O:20][C:22]1[CH:23]=[C:24]2[N:31]([CH3:32])[C:30]([CH3:34])([CH3:33])[CH2:29][N:25]2[C:26](=[O:28])[N:27]=1, predict the reactants needed to synthesize it. The reactants are: [F:1][C:2]1[CH:3]=[C:4]([CH2:19][OH:20])[CH:5]=[CH:6][C:7]=1[O:8][C:9]1[CH:10]=[N:11][C:12]([C:15]([F:18])([F:17])[F:16])=[CH:13][CH:14]=1.Cl[C:22]1[CH:23]=[C:24]2[N:31]([CH3:32])[C:30]([CH3:34])([CH3:33])[CH2:29][N:25]2[C:26](=[O:28])[N:27]=1. (6) Given the product [Br:1][C:2]1[C:10]2[O:9][CH:8]=[CH:7][C:6]=2[CH:5]=[C:4]([O:11][CH:30]2[CH2:31][CH2:32][CH2:33][CH2:34][O:29]2)[CH:3]=1, predict the reactants needed to synthesize it. The reactants are: [Br:1][C:2]1[C:10]2[O:9][CH:8]=[CH:7][C:6]=2[CH:5]=[C:4]([OH:11])[CH:3]=1.C1(C)C=CC(S([O-])(=O)=O)=CC=1.[NH+]1C=CC=CC=1.[O:29]1[CH:34]=[CH:33][CH2:32][CH2:31][CH2:30]1. (7) Given the product [C:44]([O:48][C:49]([CH2:51][CH2:52][N:53]([CH2:54][C:55]1[CH:63]=[CH:62][C:58]([C:59]([OH:61])=[O:60])=[CH:57][CH:56]=1)[C:21](=[O:23])[CH2:20][CH2:19][CH2:18][CH2:17][CH2:16][CH2:15][CH2:14][CH2:13][CH2:12][CH2:11][CH2:10][CH2:9][CH2:8][CH2:7][C:6]([O:5][C:1]([CH3:2])([CH3:3])[CH3:4])=[O:24])=[O:50])([CH3:47])([CH3:45])[CH3:46], predict the reactants needed to synthesize it. The reactants are: [C:1]([O:5][C:6](=[O:24])[CH2:7][CH2:8][CH2:9][CH2:10][CH2:11][CH2:12][CH2:13][CH2:14][CH2:15][CH2:16][CH2:17][CH2:18][CH2:19][CH2:20][C:21]([OH:23])=O)([CH3:4])([CH3:3])[CH3:2].ON1C2N=CC=CC=2N=N1.C(N(C(C)C)CC)(C)C.[C:44]([O:48][C:49]([CH2:51][CH2:52][NH:53][CH2:54][C:55]1[CH:63]=[CH:62][C:58]([C:59]([OH:61])=[O:60])=[CH:57][CH:56]=1)=[O:50])([CH3:47])([CH3:46])[CH3:45]. (8) Given the product [CH3:40][O:41][C:37](=[O:38])[C:9]1[CH:14]=[CH:13][C:12]([C@@H:15]([N:17]2[CH2:22][CH2:21][C@:20]([CH2:29][C:30]([OH:33])([CH3:31])[CH3:32])([C:23]3[CH:28]=[CH:27][CH:26]=[CH:25][CH:24]=3)[O:19][C:18]2=[O:34])[CH3:16])=[CH:11][CH:10]=1, predict the reactants needed to synthesize it. The reactants are: CCN(CC)CC.Br[C:9]1[CH:14]=[CH:13][C:12]([C@@H:15]([N:17]2[CH2:22][CH2:21][C@:20]([CH2:29][C:30]([OH:33])([CH3:32])[CH3:31])([C:23]3[CH:28]=[CH:27][CH:26]=[CH:25][CH:24]=3)[O:19][C:18]2=[O:34])[CH3:16])=[CH:11][CH:10]=1.CN(C)[CH:37]=[O:38].[CH3:40][OH:41]. (9) Given the product [O:1]1[CH2:5][CH2:4][CH2:3][CH:2]1[C:6]1[CH:7]=[C:8]([CH2:9][OH:10])[CH:11]=[CH:12][CH:13]=1, predict the reactants needed to synthesize it. The reactants are: [O:1]1[CH:5]=[CH:4][CH2:3][CH:2]1[C:6]1[CH:7]=[C:8]([CH:11]=[CH:12][CH:13]=1)[CH:9]=[O:10].N1C(C)=CC=CC=1C.[H][H].